Dataset: Forward reaction prediction with 1.9M reactions from USPTO patents (1976-2016). Task: Predict the product of the given reaction. (1) Given the reactants Br[C:2]1[CH:3]=[N:4][CH:5]=[C:6]([CH:12]=1)[C:7]([O:9][CH2:10][CH3:11])=[O:8].C(=[NH:26])(C1C=CC=CC=1)C1C=CC=CC=1.CC(C)([O-])C.[Na+].C1(P(C2C=CC=CC=2)C2C=CC3C(=CC=CC=3)C=2C2C3C(=CC=CC=3)C=CC=2P(C2C=CC=CC=2)C2C=CC=CC=2)C=CC=CC=1.C(=O)([O-])O.[Na+], predict the reaction product. The product is: [NH2:26][C:2]1[CH:3]=[N:4][CH:5]=[C:6]([CH:12]=1)[C:7]([O:9][CH2:10][CH3:11])=[O:8]. (2) Given the reactants [Cl:1][C:2]1[CH:3]=[C:4]([NH:17][C:18]2[C:27]3[C:22](=[CH:23][CH:24]=[C:25]([C:28]4[O:29][C:30]([CH:33]=O)=[CH:31][CH:32]=4)[CH:26]=3)[N:21]=[CH:20][N:19]=2)[CH:5]=[CH:6][C:7]=1[O:8][CH2:9][C:10]1[CH:15]=[CH:14][CH:13]=[C:12]([F:16])[CH:11]=1.[NH2:35][CH:36]1[CH2:41][CH2:40][CH2:39][CH:38]([NH2:42])[CH2:37]1.C(O[BH-](OC(=O)C)OC(=O)C)(=O)C.[Na+].C(=O)([O-])[O-].[Na+].[Na+], predict the reaction product. The product is: [Cl:1][C:2]1[CH:3]=[C:4]([NH:17][C:18]2[C:27]3[C:22](=[CH:23][CH:24]=[C:25]([C:28]4[O:29][C:30]([CH2:33][NH:35][CH:36]5[CH2:41][CH2:40][CH2:39][CH:38]([NH2:42])[CH2:37]5)=[CH:31][CH:32]=4)[CH:26]=3)[N:21]=[CH:20][N:19]=2)[CH:5]=[CH:6][C:7]=1[O:8][CH2:9][C:10]1[CH:15]=[CH:14][CH:13]=[C:12]([F:16])[CH:11]=1. (3) Given the reactants [CH:1]1[C:14]2[C:5](=[N:6][CH:7]=[C:8]3[C:13]=2[CH:12]=[CH:11][CH:10]=[CH:9]3)[CH:4]=[CH:3][CH:2]=1.[CH3:15][CH:16]([CH2:20][CH2:21][CH3:22])[C:17](Cl)=[O:18].[NH:23]1[C:31]2[C:26](=[CH:27][CH:28]=[CH:29][CH:30]=2)[CH:25]=[CH:24]1, predict the reaction product. The product is: [NH:23]1[C:31]2[C:26](=[CH:27][CH:28]=[CH:29][CH:30]=2)[C:25]([CH:7]2[C:8]3[C:13](=[CH:12][CH:11]=[CH:10][CH:9]=3)[C:14]3[CH:1]=[CH:2][CH:3]=[CH:4][C:5]=3[N:6]2[C:17](=[O:18])[CH:16]([CH3:15])[CH2:20][CH2:21][CH3:22])=[CH:24]1. (4) Given the reactants [S:1]1[C:8]2[CH:7]=[C:6]([C:9]([OH:11])=O)[NH:5][C:4]=2[CH:3]=[CH:2]1.[NH:12]1[CH2:17][CH2:16][NH:15][CH2:14][CH2:13]1, predict the reaction product. The product is: [N:12]1([C:9]([C:6]2[NH:5][C:4]3[CH:3]=[CH:2][S:1][C:8]=3[CH:7]=2)=[O:11])[CH2:17][CH2:16][NH:15][CH2:14][CH2:13]1.